Dataset: Peptide-MHC class I binding affinity with 185,985 pairs from IEDB/IMGT. Task: Regression. Given a peptide amino acid sequence and an MHC pseudo amino acid sequence, predict their binding affinity value. This is MHC class I binding data. (1) The peptide sequence is RTLNAWVKVV. The MHC is HLA-A02:02 with pseudo-sequence HLA-A02:02. The binding affinity (normalized) is 0.176. (2) The peptide sequence is QVQMLINTY. The MHC is HLA-B40:01 with pseudo-sequence HLA-B40:01. The binding affinity (normalized) is 0.0847. (3) The peptide sequence is VLYDEFVTI. The MHC is HLA-B53:01 with pseudo-sequence HLA-B53:01. The binding affinity (normalized) is 0.0507. (4) The peptide sequence is RMYSPTSI. The MHC is HLA-B35:03 with pseudo-sequence HLA-B35:03. The binding affinity (normalized) is 0. (5) The peptide sequence is ILLARLFLY. The MHC is HLA-B14:02 with pseudo-sequence HLA-B14:02. The binding affinity (normalized) is 0.213. (6) The peptide sequence is IVNTTYDFL. The MHC is HLA-A02:03 with pseudo-sequence HLA-A02:03. The binding affinity (normalized) is 0.219.